Task: Predict the product of the given reaction.. Dataset: Forward reaction prediction with 1.9M reactions from USPTO patents (1976-2016) (1) Given the reactants [BH4-].[Na+].[O:3]1[CH2:8][CH2:7][CH2:6][CH2:5][CH:4]1[O:9][CH2:10][CH2:11][C:12]1[O:13][C:14]2[C:20]([CH:21]=[O:22])=[CH:19][C:18]([O:23][C:24]([F:27])([F:26])[F:25])=[CH:17][C:15]=2[CH:16]=1, predict the reaction product. The product is: [O:3]1[CH2:8][CH2:7][CH2:6][CH2:5][CH:4]1[O:9][CH2:10][CH2:11][C:12]1[O:13][C:14]2[C:20]([CH2:21][OH:22])=[CH:19][C:18]([O:23][C:24]([F:27])([F:25])[F:26])=[CH:17][C:15]=2[CH:16]=1. (2) Given the reactants Cl.[Cl:2][CH2:3][CH2:4][CH2:5][NH:6][C:7]1[C:12]([N+:13]([O-])=O)=[C:11]([O:16][C:17]2[CH:22]=[CH:21][CH:20]=[CH:19][CH:18]=2)[N:10]=[C:9]([CH3:23])[C:8]=1[CH3:24].[Br-].[Br-].C([N+]1C=CC(C2C=C[N+](CCCCCCCC)=CC=2)=CC=1)CCCCCCC.C(=O)([O-])[O-].[K+].[K+].S(S([O-])=O)([O-])=O.[Na+].[Na+], predict the reaction product. The product is: [Cl:2][CH2:3][CH2:4][CH2:5][NH:6][C:7]1[C:8]([CH3:24])=[C:9]([CH3:23])[N:10]=[C:11]([O:16][C:17]2[CH:18]=[CH:19][CH:20]=[CH:21][CH:22]=2)[C:12]=1[NH2:13].